Regression/Classification. Given a drug SMILES string, predict its absorption, distribution, metabolism, or excretion properties. Task type varies by dataset: regression for continuous measurements (e.g., permeability, clearance, half-life) or binary classification for categorical outcomes (e.g., BBB penetration, CYP inhibition). Dataset: cyp2c19_veith. From a dataset of CYP2C19 inhibition data for predicting drug metabolism from PubChem BioAssay. (1) The drug is Cc1cc(=O)[nH]c(-n2[nH]c3c(c2=O)CCCC3)n1. The result is 0 (non-inhibitor). (2) The molecule is OCCN=C1CCCc2c1[nH]c1ccc(Br)cc21. The result is 0 (non-inhibitor). (3) The drug is O=C(O)Cn1ccnc1[N+](=O)[O-]. The result is 0 (non-inhibitor). (4) The result is 1 (inhibitor). The drug is CC(=O)N1N=C(c2cccc([N+](=O)[O-])c2)OC1c1ccccc1Cl. (5) The compound is CCOC(=O)c1c(C)nc2c(c1-c1ccccc1)C(=O)CCC2. The result is 0 (non-inhibitor). (6) The compound is O=C(Nc1ccccc1-c1nc2ccccc2[nH]1)c1ccc(S(=O)(=O)N2CCCCC2)cc1. The result is 1 (inhibitor). (7) The drug is CCn1c(C)cc(/C=C2\SC(=O)N(CC(=O)Nc3ccc(C)c(C)c3)C2=O)c1C. The result is 1 (inhibitor). (8) The compound is COc1ccc(CNC(=O)Cc2csc(Nc3nc(=S)[nH]c4ccccc34)n2)cc1. The result is 1 (inhibitor). (9) The drug is O=C1c2cccc3c(Cl)ccc(c23)C(=O)N1O. The result is 0 (non-inhibitor). (10) The drug is COc1ccc(Nc2cc(C(=O)NCCCN3CCN(C)CC3)c3ccccc3n2)cc1. The result is 0 (non-inhibitor).